Dataset: Experimentally validated miRNA-target interactions with 360,000+ pairs, plus equal number of negative samples. Task: Binary Classification. Given a miRNA mature sequence and a target amino acid sequence, predict their likelihood of interaction. The miRNA is hsa-miR-2115-3p with sequence CAUCAGAAUUCAUGGAGGCUAG. Result: 1 (interaction). The protein sequence of the target gene is MAVDIQPACLGLYCGKTLLFKNGSTEIYGECGVCPRGQRTNAQKYCQPCTESPELYDWLYLGFMAMLPLVLHWFFIEWYSGKKSSSALFQHITALFECSMAAIITLLVSDPVGVLYIRSCRVLMLSDWYTMLYNPSPDYVTTVHCTHEAVYPLYTIVFIYYAFCLVLMMLLRPLLVKKIACGLGKSDRFKSIYAALYFFPILTVLQAVGGGLLYYAFPYIILVLSLVTLAVYMSASEIENCYDLLVRKKRLIVLFSHWLLHAYGIISISRVDKLEQDLPLLALVPTPALFYLFTAKFTEP....